Task: Predict the product of the given reaction.. Dataset: Forward reaction prediction with 1.9M reactions from USPTO patents (1976-2016) (1) Given the reactants [N:1]1([CH2:6][C:7]2[CH:16]=[CH:15][C:14]3[C:9](=[CH:10][CH:11]=[C:12]([NH:17]C(=O)C)[CH:13]=3)[N:8]=2)[CH2:5][CH2:4][CH2:3][CH2:2]1, predict the reaction product. The product is: [N:1]1([CH2:6][C:7]2[CH:16]=[CH:15][C:14]3[C:9](=[CH:10][CH:11]=[C:12]([NH2:17])[CH:13]=3)[N:8]=2)[CH2:5][CH2:4][CH2:3][CH2:2]1. (2) Given the reactants Cl[CH2:2][C:3]1[N:7]=[C:6]([C:8]2[CH:13]=[CH:12][CH:11]=[C:10]([F:14])[CH:9]=2)[O:5][N:4]=1.[CH3:15][C:16]1[S:17][C:18]2[CH:24]=[CH:23][C:22]([O:25][CH2:26][C@@H:27]([OH:35])[CH2:28][N:29]3[CH2:34][CH2:33][NH:32][CH2:31][CH2:30]3)=[CH:21][C:19]=2[N:20]=1.CCN(CC)CC, predict the reaction product. The product is: [F:14][C:10]1[CH:9]=[C:8]([C:6]2[O:5][N:4]=[C:3]([CH2:2][N:32]3[CH2:33][CH2:34][N:29]([CH2:28][CH:27]([OH:35])[CH2:26][O:25][C:22]4[CH:23]=[CH:24][C:18]5[S:17][C:16]([CH3:15])=[N:20][C:19]=5[CH:21]=4)[CH2:30][CH2:31]3)[N:7]=2)[CH:13]=[CH:12][CH:11]=1. (3) Given the reactants [Cl:1][C:2]1[CH:3]=[C:4]([C:9]2([C:31]([F:34])([F:33])[F:32])[O:13][N:12]=[C:11]([C:14]3[S:18][C:17]([C:19]([NH:21][CH2:22][C:23]([O:25]C)=[O:24])=[O:20])=[C:16]4[CH2:27][CH2:28][CH2:29][CH2:30][C:15]=34)[CH2:10]2)[CH:5]=[C:6]([Cl:8])[CH:7]=1.O[Li].O, predict the reaction product. The product is: [Cl:8][C:6]1[CH:5]=[C:4]([C:9]2([C:31]([F:32])([F:34])[F:33])[O:13][N:12]=[C:11]([C:14]3[S:18][C:17]([C:19]([NH:21][CH2:22][C:23]([OH:25])=[O:24])=[O:20])=[C:16]4[CH2:27][CH2:28][CH2:29][CH2:30][C:15]=34)[CH2:10]2)[CH:3]=[C:2]([Cl:1])[CH:7]=1. (4) Given the reactants [CH3:1][C:2]([CH3:26])([CH2:24][CH3:25])[C:3](=[O:23])[C:4]([N:6]1[CH2:10][CH2:9][CH2:8][CH:7]1[C:11](=[O:22])[CH2:12][CH2:13][CH:14]=[CH:15][C:16]1[CH:17]=[N:18][CH:19]=[CH:20][CH:21]=1)=[O:5].C(OCC)(=O)C.C(O)C.C(O)C.C(OCC)(=O)C, predict the reaction product. The product is: [CH3:1][C:2]([CH3:26])([CH2:24][CH3:25])[C:3](=[O:23])[C:4]([N:6]1[CH2:10][CH2:9][CH2:8][CH:7]1[C:11](=[O:22])[CH2:12][CH2:13][CH2:14][CH2:15][C:16]1[CH:17]=[N:18][CH:19]=[CH:20][CH:21]=1)=[O:5].